This data is from Drug-target binding data from BindingDB using Ki measurements. The task is: Regression. Given a target protein amino acid sequence and a drug SMILES string, predict the binding affinity score between them. We predict pKi (pKi = -log10(Ki in M); higher means stronger inhibition). Dataset: bindingdb_ki. (1) The compound is CC(=O)NCC1(c2ccccc2)CCN(CCC(CN(C)C(=O)c2ccccc2)c2ccc(Cl)c(Cl)c2)CC1. The target protein (P16610) has sequence MGTRAIVSDANILSGLESNATGVTAFSMPGWQLALWATAYLALVLVAVTGNATVIWIILAHERMRTVTNYFIINLALADLCMAAFNATFNFIYASHNIWYFGRAFCYFQNLFPITAMFVSIYSMTAIAADRYMAIVHPFQPRLSAPSTKAIIAGIWLVALALASPQCFYSTITVDEGATKCVVAWPNDNGGKMLLLYHLVVFVLIYFLPLLVMFGAYSVIGLTLWKRAVPRHQAHGANLRHLQAKKKFVKAMVLVVLTFAICWLPYHLYFILGTFQEDIYYHKFIQQVYLALFWLAMSSTMYNPIIYCCLNHRFRSGFRLAFRCCPWVTPTEEDRLELTHTPSLSRRVNRCHTKETLFMTGDMTHSEATNGQVGSPQDGEPAGPICKAQA. The pKi is 7.6. (2) The small molecule is CSCC[C@H](NC(=O)[C@H](CCCCN)NC(=O)[C@@H](NC(=O)[C@H](C)NC(=O)[C@H](CCCNC(=N)N)NC(=O)[C@@H](S)Cc1ccccc1)[C@@H](C)O)C(=O)N[C@@H](CC(C)C)C(=O)O. The target protein (P0DPI1) has sequence MPFVNKQFNYKDPVNGVDIAYIKIPNAGQMQPVKAFKIHNKIWVIPERDTFTNPEEGDLNPPPEAKQVPVSYYDSTYLSTDNEKDNYLKGVTKLFERIYSTDLGRMLLTSIVRGIPFWGGSTIDTELKVIDTNCINVIQPDGSYRSEELNLVIIGPSADIIQFECKSFGHEVLNLTRNGYGSTQYIRFSPDFTFGFEESLEVDTNPLLGAGKFATDPAVTLAHELIHAGHRLYGIAINPNRVFKVNTNAYYEMSGLEVSFEELRTFGGHDAKFIDSLQENEFRLYYYNKFKDIASTLNKAKSIVGTTASLQYMKNVFKEKYLLSEDTSGKFSVDKLKFDKLYKMLTEIYTEDNFVKFFKVLNRKTYLNFDKAVFKINIVPKVNYTIYDGFNLRNTNLAANFNGQNTEINNMNFTKLKNFTGLFEFYKLLCVRGIITSKTKSLDKGYNKALNDLCIKVNNWDLFFSPSEDNFTNDLNKGEEITSDTNIEAAEENISLDLIQ.... The pKi is 6.5. (3) The small molecule is C[C@]12CC[C@H]3[C@@H](CC[C@H]4C[C@@H](O)CC[C@@]43C)[C@@H]1CCC2=O. The target protein sequence is MQNCRKVADTLRKDSCDIIPDAAAPELKERALTIVVLGASGDLARNKTFPALFQLFCNGLIPRTINIVGYARTKMPDVEQWKKESLAKHFPRAKDRCPHIEAFLKTITYISGSYDGADDFFRLNDVITKFEESFPGKQKGGNRLFYLALPPSVFMHACTGIRTHVMQKPGLGWVRIIIEKPFGHDTESSNELSRQLEPLFEESQIFRIDHYLGKEMVQNIVVTRFANRVFSALWNNNNIACVRITFKESIGTEGRGGYFDKAGIIRDVVQNHLTQILSLLAMEKPRSLSPEDIRDEKVIVLRHVNPVTPADCVLGQYTRSEDGSIPGYLEDPTVPRGSKCATFVVLRLFINNDRWDGVPFIIEAGKAVERRYLGIRIQFKDEIRPFGVAAQRNELIIRAQPSEAMYLRLTAKTPGVLSDTHQTELDLSYEHRYNITLPDAYESLIHEALLGRSTNFVRKDELDAAWRIYTPLLEAIERGETTTYPYSAGSKGPAEAQKFV.... The pKi is 6.3. (4) The small molecule is CCN(CC)C(=O)[C@@H]1C=C2c3cccc4[nH]c(Br)c(c34)C[C@H]2N(C)C1. The target protein (Q9R1C8) has sequence MVPEPGPVNSSTPAWGPGPPPAPGGSGWVAAALCVVIVLTAAANSLLIALICTQPALRNTSNFFLVSLFTSDLMVGLVVMPPAMLNALYGRWVLARGLCLLWTAFDVMCCSASILNLCLISLDRYLLILSPLRYKLRMTAPRALALILGAWSLAALASFLPLLLGWHELGKARTSAPGQCRLLASLPYVLVASGVTFFLPSGAICFTYCRILLAARKQAVQVASLTTGTATAGQALETLQVPRTPRPGMESADSRRLTTKHSRKALKASLTLGILLSMFFVTWLPFFVASIAQAVCDCISPGLFDVLTWLGYCNSTMNPIIYPLFMRDFKRALGRFVPCVHCPPEHRASPASPSMWTSHSGARPGLSLQQVLPLPLPPNSDSDSASGGTSGLQLTAQLLLPGEATRDPPPPTRAPTVVNFFVTDSVEPEIRQHPLGSPMN. The pKi is 8.0. (5) The small molecule is CCCC[C@H](NC(C)=O)C(=O)N[C@H]1CC(=O)NCCCC[C@@H](C(=O)O)NC(=O)[C@H](Cc2c[nH]c3ccccc23)NC(=O)[C@H](CCCN=C(N)N)NC(=O)[C@@H](Cc2ccccc2)NC(=O)[C@H](Cc2cnc[nH]2)NC1=O. The target protein (Q01726) has sequence MAVQGSQRRLLGSLNSTPTAIPQLGLAANQTGARCLEVSISDGLFLSLGLVSLVENALVVATIAKNRNLHSPMYCFICCLALSDLLVSGSNVLETAVILLLEAGALVARAAVLQQLDNVIDVITCSSMLSSLCFLGAIAVDRYISIFYALRYHSIVTLPRARRAVAAIWVASVVFSTLFIAYYDHVAVLLCLVVFFLAMLVLMAVLYVHMLARACQHAQGIARLHKRQRPVHQGFGLKGAVTLTILLGIFFLCWGPFFLHLTLIVLCPEHPTCGCIFKNFNLFLALIICNAIIDPLIYAFHSQELRRTLKEVLTCSW. The pKi is 8.2.